From a dataset of Catalyst prediction with 721,799 reactions and 888 catalyst types from USPTO. Predict which catalyst facilitates the given reaction. (1) Reactant: [H-].[H-].[H-].[H-].[Li+].[Al+3].[CH:7]1([C:10]2[CH:15]=[CH:14][C:13]([CH:16]=[C:17]([N+:20]([O-])=O)[CH2:18][CH3:19])=[CH:12][C:11]=2[O:23][CH3:24])[CH2:9][CH2:8]1.O.[OH-].[Na+]. Product: [CH:7]1([C:10]2[CH:15]=[CH:14][C:13]([CH2:16][CH:17]([NH2:20])[CH2:18][CH3:19])=[CH:12][C:11]=2[O:23][CH3:24])[CH2:9][CH2:8]1. The catalyst class is: 1. (2) Reactant: [NH2:1][C@@H:2]1[CH2:7][CH2:6][CH2:5][N:4]([C:8]2[C:13]([Br:14])=[CH:12][N:11]=[C:10]3[NH:15][CH:16]=[C:17]([NH:18][C:19]([CH:21]4[CH2:23][CH2:22]4)=[O:20])[C:9]=23)[CH2:3]1.C(O)CC. Product: [CH2:19]([OH:20])[CH2:21][CH3:22].[NH2:1][C@@H:2]1[CH2:7][CH2:6][CH2:5][N:4]([C:8]2[C:13]([Br:14])=[CH:12][N:11]=[C:10]3[NH:15][CH:16]=[C:17]([NH:18][C:19]([CH:21]4[CH2:22][CH2:23]4)=[O:20])[C:9]=23)[CH2:3]1. The catalyst class is: 194.